Dataset: Reaction yield outcomes from USPTO patents with 853,638 reactions. Task: Predict the reaction yield, written as a fraction of the theoretical maximum amount of product (1.0 means a 100% yield; for example, 0.34 means a 34% yield). (1) The reactants are [CH2:1]([O:4][N:5]=[C:6]([C:11]([O:13]C)=[O:12])[C:7]([O:9]C)=[O:8])[CH:2]=[CH2:3].[OH-].[Na+].[N+]([O-])(O)=O.[N+]([O-])([O-])=O.[Ag+:25]. The catalyst is O. The product is [CH2:1]([O:4][N:5]=[C:6]([C:11]([O-:13])=[O:12])[C:7]([O-:9])=[O:8])[CH:2]=[CH2:3].[Ag+2:25]. The yield is 0.980. (2) The reactants are Br[C:2]1[CH:3]=[C:4]([C:8]2[CH:13]=[CH:12][CH:11]=[CH:10][N:9]=2)[CH:5]=[CH:6][CH:7]=1.C([Li])CCC.Cl[Si:20]([CH:27]([CH3:29])[CH3:28])([CH:24]([CH3:26])[CH3:25])[CH:21]([CH3:23])[CH3:22]. The catalyst is C1COCC1. The product is [CH:21]([Si:20]([CH:27]([CH3:29])[CH3:28])([CH:24]([CH3:26])[CH3:25])[C:2]1[CH:3]=[C:4]([C:8]2[CH:13]=[CH:12][CH:11]=[CH:10][N:9]=2)[CH:5]=[CH:6][CH:7]=1)([CH3:23])[CH3:22]. The yield is 0.433. (3) The reactants are C1CN([P+](ON2N=NC3C=CC=CC2=3)(N2CCCC2)N2CCCC2)CC1.F[P-](F)(F)(F)(F)F.[CH3:34][O:35][P:36]([CH:39]([NH:43][C:44]([O:46][CH2:47][C:48]1[CH:53]=[CH:52][CH:51]=[CH:50][CH:49]=1)=[O:45])[CH:40]([CH3:42])[CH3:41])(=O)[OH:37].[CH3:54][O:55][C:56](=[O:70])[CH:57]([OH:69])[CH2:58][CH2:59][CH2:60][NH:61][C:62]([O:64][C:65]([CH3:68])([CH3:67])[CH3:66])=[O:63].CCN(C(C)C)C(C)C. The catalyst is CN(C=O)C.C(OCC)(=O)C. The product is [CH3:54][O:55][C:56](=[O:70])[CH:57]([O:69][P:36]([CH:39]([NH:43][C:44]([O:46][CH2:47][C:48]1[CH:53]=[CH:52][CH:51]=[CH:50][CH:49]=1)=[O:45])[CH:40]([CH3:42])[CH3:41])([O:35][CH3:34])=[O:37])[CH2:58][CH2:59][CH2:60][NH:61][C:62]([O:64][C:65]([CH3:67])([CH3:66])[CH3:68])=[O:63]. The yield is 0.690. (4) The reactants are C([O:3][C:4]([N:6]=[C:7]=[S:8])=[O:5])C.[CH2:9]([NH:12][CH2:13][CH:14]=[CH2:15])[CH:10]=[CH2:11].ClCCl.[N-]=C=[S:21].[C:22]([O:25][CH2:26][CH3:27])(=[O:24])[CH3:23]. No catalyst specified. The product is [CH2:22]([N:6]([C:7](=[S:8])[N:12]([CH2:13][CH:14]=[CH2:15])[CH2:9][CH:10]=[CH2:11])[C:4](=[O:5])[OH:3])[CH3:23].[CH2:9]([N:12]([CH2:13][CH:14]=[CH2:15])[C:4]([N:6]=[SH:21][C:22]([O:25][CH2:26][CH3:27])=[O:24])=[O:3])[CH:10]=[CH2:11]. The yield is 0.890. (5) The reactants are [NH2:1][C:2]1[CH:7]=[C:6]([Cl:8])[C:5]([OH:9])=[C:4]([Cl:10])[CH:3]=1.[N:11]([C:14]([CH3:21])([CH2:16][C:17]([CH3:20])([CH3:19])[CH3:18])[CH3:15])=[C:12]=[O:13].CNCCS. The catalyst is O1CCOCC1.C(Cl)Cl. The product is [Cl:8][C:6]1[CH:7]=[C:2]([NH:1][C:12]([NH:11][C:14]([CH3:21])([CH3:15])[CH2:16][C:17]([CH3:20])([CH3:19])[CH3:18])=[O:13])[CH:3]=[C:4]([Cl:10])[C:5]=1[OH:9]. The yield is 0.810. (6) The reactants are Cl.[C:2]([NH2:5])(=[O:4])[CH3:3].[C:9]([O:11][CH2:12][CH3:13])(=[O:10])[C:8]#[C:8][C:9]([O:11][CH2:12][CH3:13])=[O:10].[CH2:18]([N:20](CC)CC)[CH3:19]. The catalyst is C(#N)C.CO. The product is [CH3:19][C:18]1[NH:5][C:2](=[O:4])[CH:3]=[C:8]([C:9]([O:11][CH2:12][CH3:13])=[O:10])[N:20]=1. The yield is 0.275. (7) The reactants are [OH:1][C:2]1[CH:9]=[CH:8][CH:7]=[CH:6][C:3]=1[CH:4]=[O:5].[CH3:10][O:11][CH2:12][CH2:13][O:14][CH2:15]Cl. No catalyst specified. The product is [CH3:10][O:11][CH2:12][CH2:13][O:14][CH2:15][O:1][C:2]1[CH:9]=[CH:8][CH:7]=[CH:6][C:3]=1[CH:4]=[O:5]. The yield is 0.700. (8) The reactants are [CH3:1][O:2][C:3]1[CH:8]=[CH:7][C:6]([CH2:9]O)=[C:5]([C:11]([F:14])([F:13])[F:12])[CH:4]=1.P(Br)(Br)[Br:16]. The catalyst is C(Cl)Cl. The product is [Br:16][CH2:9][C:6]1[CH:7]=[CH:8][C:3]([O:2][CH3:1])=[CH:4][C:5]=1[C:11]([F:14])([F:13])[F:12]. The yield is 1.00. (9) The reactants are [CH3:1][O:2][C:3]([C:5]1[N:6]([NH:10][C:11](=[O:21])[CH2:12][O:13][CH2:14][C:15]2[CH:20]=[CH:19][CH:18]=[CH:17][CH:16]=2)[CH:7]=[N:8][CH:9]=1)=[O:4].[CH2:22](OC(C)C(O)=O)C1C=CC=CC=1.CCN(C(C)C)C(C)C.CN(C(ON1N=NC2C=CC=NC1=2)=[N+](C)C)C.F[P-](F)(F)(F)(F)F. The catalyst is CN(C=O)C.C1COCC1.O. The product is [CH3:1][O:2][C:3]([C:5]1[N:6]([NH:10][C:11](=[O:21])[CH:12]([O:13][CH2:14][C:15]2[CH:20]=[CH:19][CH:18]=[CH:17][CH:16]=2)[CH3:22])[CH:7]=[N:8][CH:9]=1)=[O:4]. The yield is 0.910.